Dataset: NCI-60 drug combinations with 297,098 pairs across 59 cell lines. Task: Regression. Given two drug SMILES strings and cell line genomic features, predict the synergy score measuring deviation from expected non-interaction effect. Drug 1: COC1=C(C=C2C(=C1)N=CN=C2NC3=CC(=C(C=C3)F)Cl)OCCCN4CCOCC4. Drug 2: CCC1(CC2CC(C3=C(CCN(C2)C1)C4=CC=CC=C4N3)(C5=C(C=C6C(=C5)C78CCN9C7C(C=CC9)(C(C(C8N6C=O)(C(=O)OC)O)OC(=O)C)CC)OC)C(=O)OC)O.OS(=O)(=O)O. Cell line: SN12C. Synergy scores: CSS=36.2, Synergy_ZIP=0.849, Synergy_Bliss=5.57, Synergy_Loewe=7.22, Synergy_HSA=7.28.